Task: Predict which catalyst facilitates the given reaction.. Dataset: Catalyst prediction with 721,799 reactions and 888 catalyst types from USPTO (1) Reactant: [CH3:1][C:2]1SC(CNCC)=C(C)[N:6]=1.Cl[C:13]1[C:18]([N+:19]([O-:21])=[O:20])=[CH:17][CH:16]=[C:15](OC)[N:14]=1.C(=O)([O-])[O-].[K+].[K+]. Product: [CH2:2]([NH:6][C:13]1[C:18]([N+:19]([O-:21])=[O:20])=[CH:17][CH:16]=[CH:15][N:14]=1)[CH3:1]. The catalyst class is: 9. (2) Reactant: C([O:4][CH2:5][CH2:6][C:7]1[CH:12]=[CH:11][C:10]([CH:13]2[CH2:18][CH2:17][CH2:16][CH2:15][C:14]2([C:20]([C:22]2(Br)[CH2:27][CH2:26][CH2:25][CH2:24][CH:23]2[C:28]2[CH:33]=[CH:32][C:31]([CH2:34][CH2:35][O:36]C(=O)C)=[CH:30][CH:29]=2)=[O:21])Br)=[CH:9][CH:8]=1)(=O)C.[OH-:41].[Na+].[OH2:43]. Product: [OH:36][CH2:35][CH2:34][C:31]1[CH:30]=[CH:29][C:28]([CH:23]2[CH2:24][CH2:25][CH2:26][CH2:27][C:22]2([C:20]([C:14]2([OH:43])[CH2:15][CH2:16][CH2:17][CH2:18][CH:13]2[C:10]2[CH:11]=[CH:12][C:7]([CH2:6][CH2:5][OH:4])=[CH:8][CH:9]=2)=[O:21])[OH:41])=[CH:33][CH:32]=1. The catalyst class is: 57. (3) Reactant: Cl[C:2]1[N:11]=[C:10]([NH:12][CH2:13][C:14]2[CH:19]=[CH:18][C:17]([NH:20][C:21](=[O:29])[C:22]3[CH:27]=[CH:26][C:25]([F:28])=[CH:24][CH:23]=3)=[CH:16][CH:15]=2)[C:9]2[C:4](=[CH:5][C:6]([CH3:30])=[CH:7][CH:8]=2)[N:3]=1.[NH:31]1[CH2:36][CH2:35][CH2:34][CH2:33][CH2:32]1. Product: [F:28][C:25]1[CH:26]=[CH:27][C:22]([C:21]([NH:20][C:17]2[CH:18]=[CH:19][C:14]([CH2:13][NH:12][C:10]3[C:9]4[C:4](=[CH:5][C:6]([CH3:30])=[CH:7][CH:8]=4)[N:3]=[C:2]([N:31]4[CH2:36][CH2:35][CH2:34][CH2:33][CH2:32]4)[N:11]=3)=[CH:15][CH:16]=2)=[O:29])=[CH:23][CH:24]=1. The catalyst class is: 12. (4) Reactant: Br[C:2]1[CH:17]=[CH:16][C:5]2[N:6]=[C:7]([C:9]3[CH:14]=[CH:13][CH:12]=[CH:11][C:10]=3[OH:15])[S:8][C:4]=2[CH:3]=1.[Li]C(C)(C)C.[C:23]1([Si:29](Cl)([C:36]2[CH:41]=[CH:40][CH:39]=[CH:38][CH:37]=2)[C:30]2[CH:35]=[CH:34][CH:33]=[CH:32][CH:31]=2)[CH:28]=[CH:27][CH:26]=[CH:25][CH:24]=1.O. Product: [C:36]1([Si:29]([C:23]2[CH:24]=[CH:25][CH:26]=[CH:27][CH:28]=2)([C:30]2[CH:35]=[CH:34][CH:33]=[CH:32][CH:31]=2)[C:2]2[CH:17]=[CH:16][C:5]3[N:6]=[C:7]([C:9]4[CH:14]=[CH:13][CH:12]=[CH:11][C:10]=4[OH:15])[S:8][C:4]=3[CH:3]=2)[CH:37]=[CH:38][CH:39]=[CH:40][CH:41]=1. The catalyst class is: 1. (5) Reactant: [CH3:1][C@H:2]([NH2:10])[CH2:3][C:4]1[CH:9]=[CH:8][CH:7]=[CH:6][CH:5]=1.[CH3:1][C@H:2]([NH2:10])[CH2:3][C:4]1[CH:9]=[CH:8][CH:7]=[CH:6][CH:5]=1.OS(O)(=O)=O.[OH-].[Na+]. Product: [CH3:1][C@H:2]([NH2:10])[CH2:3][C:4]1[CH:5]=[CH:6][CH:7]=[CH:8][CH:9]=1. The catalyst class is: 2.